From a dataset of Full USPTO retrosynthesis dataset with 1.9M reactions from patents (1976-2016). Predict the reactants needed to synthesize the given product. (1) Given the product [F:16][C:17]1[CH:22]=[C:21]([CH2:23][C:30]([C:25]2[CH:26]=[CH:27][CH:28]=[CH:29][N:24]=2)=[O:31])[CH:20]=[CH:19][N:18]=1, predict the reactants needed to synthesize it. The reactants are: C[Si]([N-][Si](C)(C)C)(C)C.[Na+].O1CCCC1.[F:16][C:17]1[CH:22]=[C:21]([CH3:23])[CH:20]=[CH:19][N:18]=1.[N:24]1[CH:29]=[CH:28][CH:27]=[CH:26][C:25]=1[C:30](OCC)=[O:31].[OH-].[Na+]. (2) Given the product [NH2:17][C@H:12]1[CH2:13][CH2:14][CH2:15][CH2:16][C@H:11]1[NH:10][C:7]1[CH:6]=[C:5]([NH:25][C:26]2[CH:31]=[CH:30][C:29]([C:32](=[O:36])[N:33]([CH3:34])[CH3:35])=[C:28]([CH3:37])[N:27]=2)[C:4]([C:1]([NH2:2])=[O:3])=[N:9][CH:8]=1, predict the reactants needed to synthesize it. The reactants are: [C:1]([C:4]1[N:9]=[CH:8][C:7]([NH:10][C@@H:11]2[CH2:16][CH2:15][CH2:14][CH2:13][C@@H:12]2[NH:17]C(=O)OC(C)(C)C)=[CH:6][C:5]=1[NH:25][C:26]1[CH:31]=[CH:30][C:29]([C:32](=[O:36])[N:33]([CH3:35])[CH3:34])=[C:28]([CH3:37])[N:27]=1)(=[O:3])[NH2:2].FC(F)(F)C(O)=O.